This data is from Reaction yield outcomes from USPTO patents with 853,638 reactions. The task is: Predict the reaction yield, written as a fraction of the theoretical maximum amount of product (1.0 means a 100% yield; for example, 0.34 means a 34% yield). (1) The catalyst is CN(C=O)C. The yield is 0.700. The reactants are [Br:1][C:2]1[CH:12]=[C:11]([F:13])[CH:10]=[CH:9][C:3]=1[O:4][CH2:5][C:6]([OH:8])=O.[CH:14]([NH:17][NH:18][C:19]([C:21]1[S:22][CH:23]=[CH:24][CH:25]=1)=[O:20])([CH3:16])[CH3:15].C(N(C(C)C)CC)(C)C.C1CN([P+](Br)(N2CCCC2)N2CCCC2)CC1.F[P-](F)(F)(F)(F)F. The product is [Br:1][C:2]1[CH:12]=[C:11]([F:13])[CH:10]=[CH:9][C:3]=1[O:4][CH2:5][C:6]([N:17]([CH:14]([CH3:16])[CH3:15])[NH:18][C:19]([C:21]1[S:22][CH:23]=[CH:24][CH:25]=1)=[O:20])=[O:8]. (2) The reactants are [C:1]([C:5]1[C:10]([Cl:11])=[CH:9][C:8](I)=[C:7]([O:13][CH2:14][CH3:15])[CH:6]=1)([CH3:4])([CH3:3])[CH3:2].[CH3:16][O-].[Na+].[CH3:19][O:20][CH:21]=[O:22]. The catalyst is O1CCOCC1. The product is [C:1]([C:5]1[C:10]([Cl:11])=[CH:9][C:8]([C:21]([O:20][CH2:19][CH3:16])=[O:22])=[C:7]([O:13][CH2:14][CH3:15])[CH:6]=1)([CH3:4])([CH3:3])[CH3:2]. The yield is 0.800. (3) The reactants are [C:1]([O:5][C:6](=[O:9])[NH:7][CH3:8])([CH3:4])([CH3:3])[CH3:2].[H-].[Na+].[CH3:12][O:13][C:14](=[O:27])[C:15]1[C:16](=[C:21]([CH2:25]Br)[CH:22]=[CH:23][CH:24]=1)[C:17]([O:19][CH3:20])=[O:18]. The yield is 0.600. The catalyst is CN(C=O)C. The product is [CH3:12][O:13][C:14](=[O:27])[C:15]1[C:16](=[C:21]([CH2:25][N:7]([C:6]([O:5][C:1]([CH3:4])([CH3:3])[CH3:2])=[O:9])[CH3:8])[CH:22]=[CH:23][CH:24]=1)[C:17]([O:19][CH3:20])=[O:18].